From a dataset of Forward reaction prediction with 1.9M reactions from USPTO patents (1976-2016). Predict the product of the given reaction. Given the reactants C([O:8][CH2:9][C@H:10]([O:12][C:13]1[C:18]([Br:19])=[CH:17][CH:16]=[CH:15][N:14]=1)[CH3:11])C1C=CC=CC=1.B(Br)(Br)Br.C([O-])(O)=O.[Na+], predict the reaction product. The product is: [Br:19][C:18]1[C:13]([O:12][C@H:10]([CH3:11])[CH2:9][OH:8])=[N:14][CH:15]=[CH:16][CH:17]=1.